Dataset: Cav3 T-type calcium channel HTS with 100,875 compounds. Task: Binary Classification. Given a drug SMILES string, predict its activity (active/inactive) in a high-throughput screening assay against a specified biological target. (1) The molecule is S=C(NCCc1cc(OC)c(OC)cc1)NC(=O)c1ccccc1. The result is 0 (inactive). (2) The drug is OC(=O)C1CN(C2CCN(CC2)C)CCC1. The result is 0 (inactive). (3) The drug is Clc1cc(NS(=O)(=O)c2ccc(cc2)C)c(cc1O)C. The result is 0 (inactive). (4) The drug is O1C(Cc2c(C1=O)cccc2)(C)C(=O)Nc1c(cccc1)C. The result is 0 (inactive). (5) The result is 0 (inactive). The compound is S(=O)(=O)(N1CCN(CC1)C(OCC)=O)c1cc2oc(=O)n(c2cc1)C. (6) The compound is Clc1cc2c(SCC(=O)NCc3occc3)c3CCCCc3nc2cc1. The result is 0 (inactive). (7) The compound is S(CC(=O)N1CCOCC1)c1nc(nc2sccc12)C. The result is 0 (inactive). (8) The molecule is O(C(=O)c1c(c([nH]c1C)C)C(=O)Cn1nc(nn1)c1c(cccc1)C)CC. The result is 1 (active). (9) The drug is O=C(N(NC(=O)c1ccccc1)C(C)(C)C)c1ccccc1. The result is 0 (inactive). (10) The drug is O=C(NCc1ccccc1)/C(=C(/NCc1cccnc1)C)C#N. The result is 0 (inactive).